This data is from Reaction yield outcomes from USPTO patents with 853,638 reactions. The task is: Predict the reaction yield, written as a fraction of the theoretical maximum amount of product (1.0 means a 100% yield; for example, 0.34 means a 34% yield). (1) The reactants are [OH:1][C:2]1[CH:8]=[C:7]([N+:9]([O-:11])=[O:10])[CH:6]=[CH:5][C:3]=1[NH2:4].[CH3:12][O:13][C:14]1[CH:19]=[CH:18][CH:17]=[CH:16][C:15]=1[N:20]=[C:21]=[O:22]. No catalyst specified. The product is [OH:1][C:2]1[CH:8]=[C:7]([N+:9]([O-:11])=[O:10])[CH:6]=[CH:5][C:3]=1[NH:4][C:21]([NH:20][C:15]1[CH:16]=[CH:17][CH:18]=[CH:19][C:14]=1[O:13][CH3:12])=[O:22]. The yield is 0.270. (2) The reactants are [CH:1]([O:4][C:5]1([C:8]2[CH:13]=[CH:12][C:11]([C:14]#[C:15][C:16]3[CH:26]=[CH:25][C:19]([C:20]([O:22]CC)=[O:21])=[CH:18][CH:17]=3)=[CH:10][C:9]=2[CH3:27])[CH2:7][CH2:6]1)([CH3:3])[CH3:2].[OH-].[Na+]. The catalyst is C(O)C.O1CCCC1. The product is [CH:1]([O:4][C:5]1([C:8]2[CH:13]=[CH:12][C:11]([C:14]#[C:15][C:16]3[CH:17]=[CH:18][C:19]([C:20]([OH:22])=[O:21])=[CH:25][CH:26]=3)=[CH:10][C:9]=2[CH3:27])[CH2:6][CH2:7]1)([CH3:3])[CH3:2]. The yield is 0.690.